This data is from Full USPTO retrosynthesis dataset with 1.9M reactions from patents (1976-2016). The task is: Predict the reactants needed to synthesize the given product. (1) Given the product [F:8][C:9]1[CH:14]=[CH:13][C:12]([O:15][CH2:5][C:4]([O:3][CH2:1][CH3:2])=[O:7])=[CH:11][C:10]=1[CH3:16], predict the reactants needed to synthesize it. The reactants are: [CH2:1]([O:3][C:4](=[O:7])[CH2:5]Br)[CH3:2].[F:8][C:9]1[CH:14]=[CH:13][C:12]([OH:15])=[CH:11][C:10]=1[CH3:16].C([O-])([O-])=O.[K+].[K+].[Na+].[I-]. (2) Given the product [Br:26][CH:13]([C:10]1[S:11][CH:12]=[C:8]([C:5]2[CH:4]=[CH:3][C:2]([Cl:1])=[CH:7][CH:6]=2)[N:9]=1)[C:14]([N:16]([CH3:17])[CH3:18])=[O:15], predict the reactants needed to synthesize it. The reactants are: [Cl:1][C:2]1[CH:7]=[CH:6][C:5]([C:8]2[N:9]=[C:10]([CH2:13][C:14]([N:16]([CH3:18])[CH3:17])=[O:15])[S:11][CH:12]=2)=[CH:4][CH:3]=1.C1C(=O)N([Br:26])C(=O)C1.CC(N=NC(C#N)(C)C)(C#N)C. (3) Given the product [NH2:1][C:4]1[C:13]([S:14][CH2:15][C:16]2[CH:21]=[CH:20][CH:19]=[CH:18][CH:17]=2)=[CH:12][C:7]([C:8]([O:10][CH3:11])=[O:9])=[C:6]([NH:22][C:23]2[CH:28]=[CH:27][CH:26]=[CH:25][C:24]=2[Cl:29])[C:5]=1[F:30], predict the reactants needed to synthesize it. The reactants are: [N:1]([C:4]1[C:13]([S:14][CH2:15][C:16]2[CH:21]=[CH:20][CH:19]=[CH:18][CH:17]=2)=[CH:12][C:7]([C:8]([O:10][CH3:11])=[O:9])=[C:6]([NH:22][C:23]2[CH:28]=[CH:27][CH:26]=[CH:25][C:24]=2[Cl:29])[C:5]=1[F:30])=[N+]=[N-].[H][H]. (4) Given the product [Cl:1][C:2]1[CH:12]=[CH:11][C:5]2[CH2:6][CH2:7][NH:8][CH2:9][CH2:10][C:4]=2[C:3]=1[S:13][CH2:14][C:15]1[CH:20]=[CH:19][C:18]([C:21](=[S:37])[NH:22][C:23]([CH3:26])([CH3:25])[CH3:24])=[CH:17][CH:16]=1, predict the reactants needed to synthesize it. The reactants are: [Cl:1][C:2]1[CH:12]=[CH:11][C:5]2[CH2:6][CH2:7][NH:8][CH2:9][CH2:10][C:4]=2[C:3]=1[S:13][CH2:14][C:15]1[CH:20]=[CH:19][C:18]([C:21](=O)[NH:22][C:23]([CH3:26])([CH3:25])[CH3:24])=[CH:17][CH:16]=1.COC1C=CC(P2(=S)SP(=S)(C3C=CC(OC)=CC=3)[S:37]2)=CC=1. (5) Given the product [O:42]1[CH2:33][CH2:34][CH:35]([CH2:36][NH:38][C:6]([C:8]2[C:9]([C:24]([F:27])([F:26])[F:25])=[N:10][C:11]3[N:12]([C:14]([C:17]4[CH:22]=[CH:21][CH:20]=[C:19]([Cl:23])[CH:18]=4)=[CH:15][N:16]=3)[CH:13]=2)=[O:7])[CH2:44][CH2:43]1, predict the reactants needed to synthesize it. The reactants are: [OH-].[Na+].C(O[C:6]([C:8]1[C:9]([C:24]([F:27])([F:26])[F:25])=[N:10][C:11]2[N:12]([C:14]([C:17]3[CH:22]=[CH:21][CH:20]=[C:19]([Cl:23])[CH:18]=3)=[CH:15][N:16]=2)[CH:13]=1)=[O:7])C.C(Cl)CCl.C1[CH:33]=[CH:34][C:35]2N(O)N=[N:38][C:36]=2C=1.[O:42]1CCC[CH2:44][CH:43]1CN.C(N(CC)CC)C. (6) Given the product [Br:1][C:2]1[CH:3]=[C:4]2[C:12](=[CH:13][CH:14]=1)[NH:11][C:10]1[CH:9]([NH:24][C:21]3[CH:22]=[CH:23][C:18]([O:17][CH3:16])=[CH:19][CH:20]=3)[CH2:8][CH2:7][CH2:6][C:5]2=1, predict the reactants needed to synthesize it. The reactants are: [Br:1][C:2]1[CH:3]=[C:4]2[C:12](=[CH:13][CH:14]=1)[NH:11][C:10]1[C:9](=O)[CH2:8][CH2:7][CH2:6][C:5]2=1.[CH3:16][O:17][C:18]1[CH:23]=[CH:22][C:21]([NH2:24])=[CH:20][CH:19]=1. (7) The reactants are: [Br:1][C:2]1[CH:15]=[CH:14][C:5]([NH:6][C:7](=[O:13])[CH2:8][O:9]C(=O)C)=[CH:4][CH:3]=1.[OH-].[Na+]. Given the product [Br:1][C:2]1[CH:3]=[CH:4][C:5]([NH:6][C:7](=[O:13])[CH2:8][OH:9])=[CH:14][CH:15]=1, predict the reactants needed to synthesize it. (8) Given the product [CH:7]1([N:6]2[C:2]3[N:1]=[C:18]([C:20]4[CH:25]=[CH:24][C:23]([O:26][CH3:27])=[C:22]([O:28][CH3:29])[CH:21]=4)[CH2:17][NH:16][C:14](=[O:15])[C:3]=3[C:4]([CH2:12][CH3:13])=[N:5]2)[CH2:11][CH2:10][CH2:9][CH2:8]1, predict the reactants needed to synthesize it. The reactants are: [NH2:1][C:2]1[N:6]([CH:7]2[CH2:11][CH2:10][CH2:9][CH2:8]2)[N:5]=[C:4]([CH2:12][CH3:13])[C:3]=1[C:14]([NH:16][CH2:17][C:18]([C:20]1[CH:25]=[CH:24][C:23]([O:26][CH3:27])=[C:22]([O:28][CH3:29])[CH:21]=1)=O)=[O:15]. (9) Given the product [Cl:69][C:63]1[CH:64]=[CH:65][CH:66]=[C:67]([F:68])[C:62]=1[NH:1][C:2]1[CH:7]=[CH:6][C:5]([CH3:8])=[CH:4][CH:3]=1, predict the reactants needed to synthesize it. The reactants are: [NH2:1][C:2]1[CH:7]=[CH:6][C:5]([CH3:8])=[CH:4][CH:3]=1.C1(P(C2C=CC=CC=2)C2C=CC3C(=CC=CC=3)C=2C2C3C(=CC=CC=3)C=CC=2P(C2C=CC=CC=2)C2C=CC=CC=2)C=CC=CC=1.CC(C)([O-])C.[Na+].Br[C:62]1[C:67]([F:68])=[CH:66][CH:65]=[CH:64][C:63]=1[Cl:69].Cl.